From a dataset of Reaction yield outcomes from USPTO patents with 853,638 reactions. Predict the reaction yield, written as a fraction of the theoretical maximum amount of product (1.0 means a 100% yield; for example, 0.34 means a 34% yield). (1) The reactants are [CH3:1][N:2]1[CH:6]=[CH:5][N:4]=[C:3]1/[CH:7]=[N:8]/[C:9]1[CH:17]=[CH:16][CH:15]=[C:14]2[C:10]=1[CH2:11][O:12][C:13]2=[O:18].[F:19][C:20]1[CH:27]=[CH:26][C:23]([CH:24]=[O:25])=[CH:22][CH:21]=1.[O-:28][CH2:29][CH3:30].[Na+].C(O)C. The catalyst is C(OCC)(=O)CC. The product is [F:19][C:20]1[CH:27]=[CH:26][C:23]([C:24]2([OH:25])[C:29](=[O:28])[C:30]3[C:14]([C:13]([O:12][CH2:11][CH3:10])=[O:18])=[CH:15][CH:16]=[CH:17][C:9]=3[NH:8][CH:7]2[C:3]2[N:2]([CH3:1])[CH:6]=[CH:5][N:4]=2)=[CH:22][CH:21]=1. The yield is 0.100. (2) The reactants are [N:1]([C:4]1[CH:14]=[CH:13][C:7]([C:8]([N:10]([CH3:12])[CH3:11])=[O:9])=[CH:6][N:5]=1)=[N+]=[N-].C(OCC)(=O)C. The catalyst is [Pd].CO. The product is [NH2:1][C:4]1[CH:14]=[CH:13][C:7]([C:8]([N:10]([CH3:12])[CH3:11])=[O:9])=[CH:6][N:5]=1. The yield is 1.00. (3) The reactants are [CH3:1][N:2]([CH3:13])[C:3]1[CH:12]=[CH:11][CH:10]=[CH:9][C:4]=1[C:5]([O:7][CH3:8])=[O:6].FC(F)(F)S(O[C:20]1[CH:25]=[CH:24]C=[CH:22][C:21]=1[Si](C)(C)C)(=O)=O.[F-].[K+].C1OCCOCCOCCOCCOCCOC1. The catalyst is C1COCC1. The product is [CH3:13][N:2]([C:1]1[CH:24]=[CH:25][CH:20]=[CH:21][CH:22]=1)[C:3]1[CH:12]=[CH:11][CH:10]=[CH:9][C:4]=1[C:5]([O:7][CH3:8])=[O:6]. The yield is 0.650. (4) The reactants are [Br:1][C:2]1[C:10]2[C:5](=[C:6]([O:18][C:19]3[CH:24]=[CH:23][C:22]([S:25]([CH3:28])(=[O:27])=[O:26])=[CH:21][CH:20]=3)[CH:7]=[C:8]([C:11]3[C:16]([Cl:17])=[CH:15][CH:14]=[CH:13][N:12]=3)[CH:9]=2)[NH:4][N:3]=1.[C:29](=O)([O-])[O-].[K+].[K+].IC. The catalyst is CN(C=O)C.C(OCC)(=O)C. The product is [Br:1][C:2]1[C:10]2[C:5](=[C:6]([O:18][C:19]3[CH:20]=[CH:21][C:22]([S:25]([CH3:28])(=[O:27])=[O:26])=[CH:23][CH:24]=3)[CH:7]=[C:8]([C:11]3[C:16]([Cl:17])=[CH:15][CH:14]=[CH:13][N:12]=3)[CH:9]=2)[N:4]([CH3:29])[N:3]=1. The yield is 0.840.